From a dataset of Forward reaction prediction with 1.9M reactions from USPTO patents (1976-2016). Predict the product of the given reaction. (1) The product is: [CH3:1][O:2][C@H:3]1[C@@H:8]([NH:9][C@@H:10]2[CH2:27][C@H:13]3[CH2:14][NH:15][CH2:16][C@@:12]3([C:28]([N:30]3[CH2:39][CH2:38][C:37]4[N:36]=[CH:35][C:34]([C:40]([F:43])([F:41])[F:42])=[CH:33][C:32]=4[CH2:31]3)=[O:29])[CH2:11]2)[CH2:7][CH2:6][O:5][CH2:4]1. Given the reactants [CH3:1][O:2][CH:3]1[CH:8]([NH:9][C@@H:10]2[CH2:27][C@H:13]3[CH2:14][N:15](C(OCC4C=CC=CC=4)=O)[CH2:16][C@@:12]3([C:28]([N:30]3[CH2:39][CH2:38][C:37]4[N:36]=[CH:35][C:34]([C:40]([F:43])([F:42])[F:41])=[CH:33][C:32]=4[CH2:31]3)=[O:29])[CH2:11]2)[CH2:7][CH2:6][O:5][CH2:4]1, predict the reaction product. (2) Given the reactants [C:1]([N:8]1[CH:12]=[CH:11][N:10]=[CH:9]1)(N1C=CN=C1)=[O:2].[F:13][C:14]1[CH:19]=[CH:18][CH:17]=[CH:16][C:15]=1[C@@H:20]([OH:22])[CH3:21], predict the reaction product. The product is: [F:13][C:14]1[CH:19]=[CH:18][CH:17]=[CH:16][C:15]=1[C@@H:20]([O:22][C:1]([N:8]1[CH:12]=[CH:11][N:10]=[CH:9]1)=[O:2])[CH3:21]. (3) Given the reactants CN1CCOCC1.Cl.[F:9][C:10]1[CH:29]=[CH:28][C:13]([CH2:14][O:15][CH2:16][C:17]([NH:19][CH2:20][CH2:21][CH:22]2[CH2:27][CH2:26][NH:25][CH2:24][CH2:23]2)=[O:18])=[CH:12][CH:11]=1.[C:30]1([CH2:36][S:37](Cl)(=[O:39])=[O:38])[CH:35]=[CH:34][CH:33]=[CH:32][CH:31]=1, predict the reaction product. The product is: [CH2:36]([S:37]([N:25]1[CH2:24][CH2:23][CH:22]([CH2:21][CH2:20][NH:19][C:17](=[O:18])[CH2:16][O:15][CH2:14][C:13]2[CH:28]=[CH:29][C:10]([F:9])=[CH:11][CH:12]=2)[CH2:27][CH2:26]1)(=[O:39])=[O:38])[C:30]1[CH:35]=[CH:34][CH:33]=[CH:32][CH:31]=1. (4) Given the reactants [F:1][C:2]1[CH:27]=[CH:26][C:5]([O:6][CH2:7][CH:8]2[CH2:12][CH2:11][CH:10]([C:13]#[C:14][CH2:15][CH2:16][O:17]C(C3CCCCO3)=O)[O:9]2)=[CH:4][CH:3]=1, predict the reaction product. The product is: [F:1][C:2]1[CH:27]=[CH:26][C:5]([O:6][CH2:7][CH:8]2[CH2:12][CH2:11][CH:10]([C:13]#[C:14][CH2:15][CH2:16][OH:17])[O:9]2)=[CH:4][CH:3]=1. (5) Given the reactants [CH3:1][O:2][C:3]1[CH:4]=[C:5]([CH:7]=[CH:8][C:9]=1[C:10]1[O:14][CH:13]=[N:12][CH:11]=1)[NH2:6].[CH3:15][O:16][C:17]1[S:21][CH:20]=[C:19]([CH:22]=O)[CH:18]=1, predict the reaction product. The product is: [CH3:15][O:16][C:17]1[S:21][CH:20]=[C:19]([CH2:22][NH:6][C:5]2[CH:7]=[CH:8][C:9]([C:10]3[O:14][CH:13]=[N:12][CH:11]=3)=[C:3]([O:2][CH3:1])[CH:4]=2)[CH:18]=1. (6) Given the reactants [Cl:1][C:2]1[CH:3]=[C:4]([NH:9][C:10]2[N:14]=[C:13]([NH2:15])[NH:12][N:11]=2)[CH:5]=[C:6]([Cl:8])[CH:7]=1.[CH:16]([C:18]1[CH:19]=[C:20]([CH:28]=[CH:29][CH:30]=1)[C:21]([O:23][C:24]([CH3:27])([CH3:26])[CH3:25])=[O:22])=O.[BH4-].[Na+], predict the reaction product. The product is: [Cl:1][C:2]1[CH:3]=[C:4]([NH:9][C:10]2[N:14]=[C:13]([NH:15][CH2:16][C:18]3[CH:19]=[C:20]([CH:28]=[CH:29][CH:30]=3)[C:21]([O:23][C:24]([CH3:27])([CH3:25])[CH3:26])=[O:22])[NH:12][N:11]=2)[CH:5]=[C:6]([Cl:8])[CH:7]=1.